Dataset: Catalyst prediction with 721,799 reactions and 888 catalyst types from USPTO. Task: Predict which catalyst facilitates the given reaction. (1) Reactant: [C:1]([O:5][C:6]([N:8]1[CH2:11][CH:10]([C:12]2[C:17]([C:18]3[CH2:19][CH2:20][O:21][CH2:22][CH:23]=3)=[N:16][CH:15]=[CH:14][N:13]=2)[CH2:9]1)=[O:7])([CH3:4])([CH3:3])[CH3:2]. The catalyst class is: 19. Product: [C:1]([O:5][C:6]([N:8]1[CH2:9][CH:10]([C:12]2[C:17]([CH:18]3[CH2:19][CH2:20][O:21][CH2:22][CH2:23]3)=[N:16][CH:15]=[CH:14][N:13]=2)[CH2:11]1)=[O:7])([CH3:4])([CH3:2])[CH3:3]. (2) Reactant: Br[CH2:2][C:3]1[CH:8]=[CH:7][C:6]([CH2:9][CH2:10][N:11]2[CH:16]=[CH:15][C:14]([O:17][CH2:18][C:19]3[CH:24]=[CH:23][C:22]([F:25])=[CH:21][CH:20]=3)=[CH:13][C:12]2=[O:26])=[CH:5][CH:4]=1.[NH:27]1[CH2:31][CH2:30][CH2:29][CH2:28]1. Product: [F:25][C:22]1[CH:23]=[CH:24][C:19]([CH2:18][O:17][C:14]2[CH:15]=[CH:16][N:11]([CH2:10][CH2:9][C:6]3[CH:7]=[CH:8][C:3]([CH2:2][N:27]4[CH2:31][CH2:30][CH2:29][CH2:28]4)=[CH:4][CH:5]=3)[C:12](=[O:26])[CH:13]=2)=[CH:20][CH:21]=1. The catalyst class is: 3. (3) Reactant: [H-].[Na+].[F:3][C:4]([F:18])([F:17])[C:5]1[CH:10]=[CH:9][N:8]=[C:7]([C:11]2[NH:12][O:13][C:14](=[O:16])[N:15]=2)[CH:6]=1.[F:19][C:20]1[CH:21]=[C:22]([CH:28]=[CH:29][CH:30]=1)[C:23]([O:25][CH2:26]Cl)=[O:24].[Cl-].[NH4+]. Product: [F:19][C:20]1[CH:21]=[C:22]([CH:28]=[CH:29][CH:30]=1)[C:23]([O:25][CH2:26][N:15]1[C:14](=[O:16])[O:13][N:12]=[C:11]1[C:7]1[CH:6]=[C:5]([C:4]([F:3])([F:17])[F:18])[CH:10]=[CH:9][N:8]=1)=[O:24]. The catalyst class is: 9. (4) Reactant: [Br:1][C:2]1[C:3]2[O:12][C:11]([CH:13]=O)=[CH:10][C:4]=2[C:5](=[O:9])[N:6]([CH3:8])[CH:7]=1.[NH:15]1[CH2:20][CH2:19][CH2:18][CH2:17][CH2:16]1. Product: [Br:1][C:2]1[C:3]2[O:12][C:11]([CH2:13][N:15]3[CH2:20][CH2:19][CH2:18][CH2:17][CH2:16]3)=[CH:10][C:4]=2[C:5](=[O:9])[N:6]([CH3:8])[CH:7]=1. The catalyst class is: 130. (5) Reactant: [CH2:1]([O:8][C:9](=[O:38])[N:10]([CH:32]1[CH2:37][CH2:36][CH2:35][CH2:34][CH2:33]1)[C:11]1[CH:16]=[CH:15][CH:14]=[C:13]([O:17][C:18]2[CH:23]=[CH:22][C:21]([N+:24]([O-:26])=[O:25])=[C:20]([CH:27](OC)[O:28]C)[CH:19]=2)[CH:12]=1)[C:2]1[CH:7]=[CH:6][CH:5]=[CH:4][CH:3]=1.O.Cl. Product: [CH2:1]([O:8][C:9](=[O:38])[N:10]([CH:32]1[CH2:37][CH2:36][CH2:35][CH2:34][CH2:33]1)[C:11]1[CH:16]=[CH:15][CH:14]=[C:13]([O:17][C:18]2[CH:23]=[CH:22][C:21]([N+:24]([O-:26])=[O:25])=[C:20]([CH:27]=[O:28])[CH:19]=2)[CH:12]=1)[C:2]1[CH:3]=[CH:4][CH:5]=[CH:6][CH:7]=1. The catalyst class is: 1. (6) Reactant: [Si:1]([O:18][CH2:19][CH2:20][C:21]1([C:50]2[CH:55]=[CH:54][CH:53]=[CH:52][CH:51]=2)[N:25]([C:26]2[S:27][C:28]3[CH2:29][N:30](C(OC(C)(C)C)=O)[CH2:31][CH2:32][C:33]=3[N:34]=2)[N:24]=[C:23]([C:42]2[CH:47]=[C:46]([F:48])[CH:45]=[CH:44][C:43]=2[F:49])[S:22]1)([C:14]([CH3:17])([CH3:16])[CH3:15])([C:8]1[CH:13]=[CH:12][CH:11]=[CH:10][CH:9]=1)[C:2]1[CH:7]=[CH:6][CH:5]=[CH:4][CH:3]=1.C(O)(C(F)(F)F)=O. Product: [Si:1]([O:18][CH2:19][CH2:20][C:21]1([C:50]2[CH:51]=[CH:52][CH:53]=[CH:54][CH:55]=2)[N:25]([C:26]2[S:27][C:28]3[CH2:29][NH:30][CH2:31][CH2:32][C:33]=3[N:34]=2)[N:24]=[C:23]([C:42]2[CH:47]=[C:46]([F:48])[CH:45]=[CH:44][C:43]=2[F:49])[S:22]1)([C:14]([CH3:15])([CH3:17])[CH3:16])([C:8]1[CH:13]=[CH:12][CH:11]=[CH:10][CH:9]=1)[C:2]1[CH:7]=[CH:6][CH:5]=[CH:4][CH:3]=1. The catalyst class is: 2. (7) Reactant: Cl[C:2](Cl)([O:4]C(=O)OC(Cl)(Cl)Cl)Cl.[NH2:13][C:14]1[C:19]2[NH:20][C:21]([CH2:30][NH:31][C:32](=[O:34])[CH3:33])([C:24]3[CH:29]=[CH:28][CH:27]=[CH:26][N:25]=3)[CH2:22][O:23][C:18]=2[CH:17]=[CH:16][CH:15]=1.C(N(CC)C(C)C)(C)C. Product: [O:4]=[C:2]1[N:20]2[C:21]([CH2:30][NH:31][C:32](=[O:34])[CH3:33])([C:24]3[CH:29]=[CH:28][CH:27]=[CH:26][N:25]=3)[CH2:22][O:23][C:18]3=[C:19]2[C:14](=[CH:15][CH:16]=[CH:17]3)[NH:13]1. The catalyst class is: 7. (8) Reactant: [CH:1](/[C:14]1[C:19]([S:20]([OH:23])(=[O:22])=[O:21])=[CH:18][C:17]([NH2:24])=[CH:16][CH:15]=1)=[CH:2]\[C:3]1[C:8]([S:9]([OH:12])(=[O:11])=[O:10])=[CH:7][C:6]([NH2:13])=[CH:5][CH:4]=1.[OH-:25].[Na+:26].[C:27]1([N:33]=[C:34]=[O:35])[CH:32]=[CH:31][CH:30]=[CH:29][CH:28]=1. Product: [CH:1](/[C:14]1[C:19]([S:20]([O-:23])(=[O:22])=[O:21])=[CH:18][C:17]([NH:24][C:34]([NH:33][C:27]2[CH:32]=[CH:31][CH:30]=[CH:29][CH:28]=2)=[O:25])=[CH:16][CH:15]=1)=[CH:2]\[C:3]1[C:8]([S:9]([O-:12])(=[O:11])=[O:10])=[CH:7][C:6]([NH:13][C:34]([NH:33][C:27]2[CH:32]=[CH:31][CH:30]=[CH:29][CH:28]=2)=[O:35])=[CH:5][CH:4]=1.[Na+:26].[Na+:26]. The catalyst class is: 6. (9) Reactant: [I:1][C:2]1[CH:11]=[CH:10][CH:9]=[C:8]2[C:3]=1[CH2:4][CH2:5][N:6]=[C:7]2[CH3:12].[Li+].CC([N-]C(C)C)C.[C:21](=O)([O:25]CC)[O:22][CH2:23][CH3:24]. Product: [I:1][C:2]1[CH:11]=[CH:10][CH:9]=[C:8]2[C:3]=1[CH2:4][CH2:5][NH:6]/[C:7]/2=[CH:12]\[C:21]([O:22][CH2:23][CH3:24])=[O:25]. The catalyst class is: 1.